The task is: Regression. Given two drug SMILES strings and cell line genomic features, predict the synergy score measuring deviation from expected non-interaction effect.. This data is from NCI-60 drug combinations with 297,098 pairs across 59 cell lines. Drug 1: CCN(CC)CCCC(C)NC1=C2C=C(C=CC2=NC3=C1C=CC(=C3)Cl)OC. Drug 2: C1C(C(OC1N2C=NC(=NC2=O)N)CO)O. Cell line: RXF 393. Synergy scores: CSS=13.9, Synergy_ZIP=-4.68, Synergy_Bliss=-2.78, Synergy_Loewe=-0.539, Synergy_HSA=-0.304.